From a dataset of Forward reaction prediction with 1.9M reactions from USPTO patents (1976-2016). Predict the product of the given reaction. (1) The product is: [O:11]=[C:7]1[NH:6][C:5]2[N:12]=[CH:13][C:2](/[CH:16]=[CH:15]/[C:14]([O:18][C:19]([CH3:22])([CH3:21])[CH3:20])=[O:17])=[CH:3][C:4]=2[NH:10][CH2:9][CH2:8]1. Given the reactants Br[C:2]1[CH:13]=[N:12][C:5]2[NH:6][C:7](=[O:11])[CH2:8][CH2:9][NH:10][C:4]=2[CH:3]=1.[C:14]([O:18][C:19]([CH3:22])([CH3:21])[CH3:20])(=[O:17])[CH:15]=[CH2:16].C(N(C(C)C)C(C)C)C.C(C#N)C.P(C(C)(C)C)(C(C)(C)C)C(C)(C)C, predict the reaction product. (2) Given the reactants [CH3:1][C:2]1([C:5]([OH:7])=O)[CH2:4][CH2:3]1.C(N1C=CN=C1)(N1C=CN=C1)=O.Cl.[CH3:21][NH:22][O:23][CH3:24], predict the reaction product. The product is: [CH3:24][O:23][N:22]([CH3:21])[C:5]([C:2]1([CH3:1])[CH2:4][CH2:3]1)=[O:7].